Dataset: Catalyst prediction with 721,799 reactions and 888 catalyst types from USPTO. Task: Predict which catalyst facilitates the given reaction. (1) Reactant: O.[NH2:2][NH2:3].F[C:5]1[CH:12]=[C:11]([N:13]2[CH2:17][CH2:16][N:15]([C:18]3[CH:19]=[N:20][CH:21]=[CH:22][C:23]=3[CH3:24])[C:14]2=[O:25])[CH:10]=[CH:9][C:6]=1[C:7]#[N:8].CO. Product: [NH2:8][C:7]1[C:6]2[C:5](=[CH:12][C:11]([N:13]3[CH2:17][CH2:16][N:15]([C:18]4[CH:19]=[N:20][CH:21]=[CH:22][C:23]=4[CH3:24])[C:14]3=[O:25])=[CH:10][CH:9]=2)[NH:3][N:2]=1. The catalyst class is: 22. (2) Reactant: Br[CH2:2][CH2:3][CH2:4][CH2:5][CH2:6][O:7][C:8]1[CH:13]=[CH:12][CH:11]=[C:10]([N+:14]([O-:16])=[O:15])[CH:9]=1.[F:17][C:18]1[CH:23]=[CH:22][C:21]([N:24]2[CH2:29][CH2:28][NH:27][CH2:26][CH2:25]2)=[CH:20][CH:19]=1.C(=O)([O-])[O-].[K+].[K+]. Product: [F:17][C:18]1[CH:19]=[CH:20][C:21]([N:24]2[CH2:29][CH2:28][N:27]([CH2:2][CH2:3][CH2:4][CH2:5][CH2:6][O:7][C:8]3[CH:13]=[CH:12][CH:11]=[C:10]([N+:14]([O-:16])=[O:15])[CH:9]=3)[CH2:26][CH2:25]2)=[CH:22][CH:23]=1. The catalyst class is: 10. (3) Reactant: C(OC([N:8]1[C:16]2[C:11](=[CH:12][CH:13]=[CH:14][C:15]=2[Cl:17])[CH:10]=[C:9]1[C:18]1[CH:23]=[CH:22][C:21]([Cl:24])=[C:20]([S:25](=[O:34])(=[O:33])[NH:26][CH:27]2[CH2:32][CH2:31][CH2:30][CH2:29][CH2:28]2)[CH:19]=1)=O)(C)(C)C. Product: [Cl:24][C:21]1[CH:22]=[CH:23][C:18]([C:9]2[NH:8][C:16]3[C:11]([CH:10]=2)=[CH:12][CH:13]=[CH:14][C:15]=3[Cl:17])=[CH:19][C:20]=1[S:25]([NH:26][CH:27]1[CH2:32][CH2:31][CH2:30][CH2:29][CH2:28]1)(=[O:33])=[O:34]. The catalyst class is: 4.